Dataset: Full USPTO retrosynthesis dataset with 1.9M reactions from patents (1976-2016). Task: Predict the reactants needed to synthesize the given product. (1) Given the product [F:20][C:14]([F:21])([C:5]1([OH:8])[CH2:6][CH2:7][CH:2]([CH3:1])[CH2:3][CH2:4]1)[C:15]([O:17][CH2:18][CH3:19])=[O:16], predict the reactants needed to synthesize it. The reactants are: [CH3:1][CH:2]1[CH2:7][CH2:6][C:5](=[O:8])[CH2:4][CH2:3]1.[Cl-].[Ce+3].[Cl-].[Cl-].Br[C:14]([F:21])([F:20])[C:15]([O:17][CH2:18][CH3:19])=[O:16]. (2) Given the product [C:30]([O:33][CH2:34][C:35]([O:28]/[N:27]=[C:26](/[NH2:29])\[C:23]1[CH:24]=[CH:25][C:20]([C:2]([CH3:1])([C:6]2[CH:7]=[CH:8][C:9]([O:12][CH2:13][C:14]3[CH:19]=[CH:18][CH:17]=[CH:16][N:15]=3)=[CH:10][CH:11]=2)[CH:3]([CH3:5])[CH3:4])=[CH:21][CH:22]=1)=[O:36])(=[O:32])[CH3:31], predict the reactants needed to synthesize it. The reactants are: [CH3:1][C:2]([C:20]1[CH:25]=[CH:24][C:23]([C:26](=[NH:29])[NH:27][OH:28])=[CH:22][CH:21]=1)([C:6]1[CH:11]=[CH:10][C:9]([O:12][CH2:13][C:14]2[CH:19]=[CH:18][CH:17]=[CH:16][N:15]=2)=[CH:8][CH:7]=1)[CH:3]([CH3:5])[CH3:4].[C:30]([O:33][CH2:34][C:35](O)=[O:36])(=[O:32])[CH3:31].Cl.CN(C)CCCN=C=NCC.ON1C2C=CC=CC=2N=N1. (3) Given the product [CH3:22][O:21][C:18]1[CH:19]=[CH:20][C:15]([N:13]([CH3:14])[C:11]2[C:10]3[C:5](=[CH:6][CH:7]=[CH:8][CH:9]=3)[N:4]=[C:3]([N:24]([CH3:23])[CH2:25][CH2:26][NH:27][CH3:28])[N:12]=2)=[CH:16][CH:17]=1, predict the reactants needed to synthesize it. The reactants are: Cl.Cl[C:3]1[N:12]=[C:11]([N:13]([C:15]2[CH:20]=[CH:19][C:18]([O:21][CH3:22])=[CH:17][CH:16]=2)[CH3:14])[C:10]2[C:5](=[CH:6][CH:7]=[CH:8][CH:9]=2)[N:4]=1.[CH3:23][NH:24][CH2:25][CH2:26][NH:27][CH3:28]. (4) Given the product [O:23]=[C:15]1[N:14]([CH:11]2[CH2:12][CH2:13][N:8]([C:2]3([CH3:1])[CH2:7][CH2:6][N:5]([C:34]([O:36][CH:37]([CH3:39])[CH3:38])=[O:35])[CH2:4][CH2:3]3)[CH2:9][CH2:10]2)[C@H:18]2[CH2:19][CH2:20][CH2:21][CH2:22][C@@H:17]2[NH:16]1, predict the reactants needed to synthesize it. The reactants are: [CH3:1][C:2]1([N:8]2[CH2:13][CH2:12][CH:11]([N:14]3[C@H:18]4[CH2:19][CH2:20][CH2:21][CH2:22][C@@H:17]4[NH:16][C:15]3=[O:23])[CH2:10][CH2:9]2)[CH2:7][CH2:6][NH:5][CH2:4][CH2:3]1.C(N(C(C)C)CC)(C)C.Cl[C:34]([O:36][CH:37]([CH3:39])[CH3:38])=[O:35].C1(C)C=CC=CC=1.C([O-])(O)=O.[Na+]. (5) Given the product [CH3:1][C:2]1[C:3]([CH:13]2[CH2:14][CH2:15][N:16]([CH2:19][CH2:20][CH3:21])[CH2:17][CH2:18]2)=[CH:4][C:5]([O:11][CH3:12])=[C:6]([CH:7]=1)[NH2:8], predict the reactants needed to synthesize it. The reactants are: [CH3:1][C:2]1[CH:7]=[C:6]([N+:8]([O-])=O)[C:5]([O:11][CH3:12])=[CH:4][C:3]=1[C:13]1[CH2:14][CH2:15][N:16]([CH2:19][CH2:20][CH3:21])[CH2:17][CH:18]=1. (6) Given the product [C:31]([NH:30][S:27]([C:25]1[C:24]([Cl:35])=[CH:23][C:22]([O:36][CH2:37][CH3:38])=[C:21]([C:10]2[N:9]([C:40]([Cl:42])=[O:41])[C:8]([C:5]3[CH:4]=[CH:3][C:2]([Cl:1])=[CH:7][CH:6]=3)([CH3:39])[C:12]([C:14]3[CH:15]=[CH:16][C:17]([Cl:20])=[CH:18][CH:19]=3)([CH3:13])[N:11]=2)[CH:26]=1)(=[O:29])=[O:28])([CH3:32])([CH3:33])[CH3:34], predict the reactants needed to synthesize it. The reactants are: [Cl:1][C:2]1[CH:7]=[CH:6][C:5]([C:8]2([CH3:39])[C:12]([C:14]3[CH:19]=[CH:18][C:17]([Cl:20])=[CH:16][CH:15]=3)([CH3:13])[NH:11][C:10]([C:21]3[C:22]([O:36][CH2:37][CH3:38])=[CH:23][C:24]([Cl:35])=[C:25]([S:27]([NH:30][C:31]([CH3:34])([CH3:33])[CH3:32])(=[O:29])=[O:28])[CH:26]=3)=[N:9]2)=[CH:4][CH:3]=1.[C:40](Cl)([Cl:42])=[O:41].